Dataset: NCI-60 drug combinations with 297,098 pairs across 59 cell lines. Task: Regression. Given two drug SMILES strings and cell line genomic features, predict the synergy score measuring deviation from expected non-interaction effect. (1) Drug 1: CC1=C(C(=CC=C1)Cl)NC(=O)C2=CN=C(S2)NC3=CC(=NC(=N3)C)N4CCN(CC4)CCO. Drug 2: B(C(CC(C)C)NC(=O)C(CC1=CC=CC=C1)NC(=O)C2=NC=CN=C2)(O)O. Cell line: OVCAR-8. Synergy scores: CSS=25.4, Synergy_ZIP=0.0601, Synergy_Bliss=1.18, Synergy_Loewe=-10.5, Synergy_HSA=0.954. (2) Drug 1: C1=CC(=CC=C1CC(C(=O)O)N)N(CCCl)CCCl.Cl. Drug 2: C1=CN(C(=O)N=C1N)C2C(C(C(O2)CO)O)O.Cl. Cell line: HT29. Synergy scores: CSS=46.4, Synergy_ZIP=2.13, Synergy_Bliss=4.95, Synergy_Loewe=-13.4, Synergy_HSA=3.95.